From a dataset of Full USPTO retrosynthesis dataset with 1.9M reactions from patents (1976-2016). Predict the reactants needed to synthesize the given product. (1) The reactants are: [CH3:1][N:2]1[C:6]([C:7]2[O:8][C:9]([C:12]([O:14]CC)=[O:13])=[CH:10][N:11]=2)=[CH:5][CH:4]=[N:3]1.C1C(=O)N([Cl:24])C(=O)C1.[OH-].[Na+]. Given the product [Cl:24][C:5]1[CH:4]=[N:3][N:2]([CH3:1])[C:6]=1[C:7]1[O:8][C:9]([C:12]([OH:14])=[O:13])=[CH:10][N:11]=1, predict the reactants needed to synthesize it. (2) Given the product [CH3:14][O:15][C:16]1[CH:23]=[CH:22][C:19]([CH2:20][N:12]2[CH:13]=[C:9]([C:7]3[CH:6]=[CH:5][N:4]=[C:3]([S:2][CH3:1])[N:8]=3)[CH:10]=[N:11]2)=[CH:18][CH:17]=1, predict the reactants needed to synthesize it. The reactants are: [CH3:1][S:2][C:3]1[N:8]=[C:7]([C:9]2[CH:10]=[N:11][NH:12][CH:13]=2)[CH:6]=[CH:5][N:4]=1.[CH3:14][O:15][C:16]1[CH:23]=[CH:22][C:19]([CH2:20]Cl)=[CH:18][CH:17]=1. (3) Given the product [C:19]1([C:22]2[CH:27]=[CH:26][CH:25]=[CH:24][CH:23]=2)[CH:20]=[CH:21][C:16]([CH2:15][O:14][C:12]([NH:11][C:10]2[CH:9]=[CH:8][C:7]([C:28]3[CH:33]=[CH:32][CH:31]=[CH:30][CH:29]=3)=[CH:6][C:5]=2[C:3]([OH:4])=[O:2])=[O:13])=[CH:17][CH:18]=1, predict the reactants needed to synthesize it. The reactants are: C[O:2][C:3]([C:5]1[CH:6]=[C:7]([C:28]2[CH:33]=[CH:32][CH:31]=[CH:30][CH:29]=2)[CH:8]=[CH:9][C:10]=1[NH:11][C:12]([O:14][CH2:15][C:16]1[CH:21]=[CH:20][C:19]([C:22]2[CH:27]=[CH:26][CH:25]=[CH:24][CH:23]=2)=[CH:18][CH:17]=1)=[O:13])=[O:4].[Li+].[OH-]. (4) Given the product [F:1][C:2]1[CH:8]=[C:7]([F:9])[CH:6]=[CH:5][C:3]=1[NH:4][S:18]([CH:21]1[C:22]([C:27]([O:29][CH2:30][CH3:31])=[O:28])=[CH:23][CH2:24][O:25][CH2:26]1)(=[O:19])=[O:20], predict the reactants needed to synthesize it. The reactants are: [F:1][C:2]1[CH:8]=[C:7]([F:9])[CH:6]=[CH:5][C:3]=1[NH2:4].C(N(CC)CC)C.Cl[S:18]([C:21]1[CH2:26][O:25][CH2:24][CH2:23][C:22]=1[C:27]([O:29][CH2:30][CH3:31])=[O:28])(=[O:20])=[O:19]. (5) The reactants are: [CH3:1][C:2]1[CH:7]=[CH:6][C:5]([N+:8]([O-:10])=[O:9])=[CH:4][C:3]=1[NH2:11].C(N(CC)CC)C.[F:19][C:20]([F:31])([F:30])[C:21](O[C:21](=[O:22])[C:20]([F:31])([F:30])[F:19])=[O:22].Cl. Given the product [F:19][C:20]([F:31])([F:30])[C:21]([NH:11][C:3]1[CH:4]=[C:5]([N+:8]([O-:10])=[O:9])[CH:6]=[CH:7][C:2]=1[CH3:1])=[O:22], predict the reactants needed to synthesize it.